The task is: Predict which catalyst facilitates the given reaction.. This data is from Catalyst prediction with 721,799 reactions and 888 catalyst types from USPTO. (1) Reactant: [CH2:1]([N:3]([C:11]1[C:16]2[CH:17]=[CH:18][O:19][C:15]=2[CH:14]=[CH:13][N:12]=1)[C:4](=[O:10])[O:5][C:6]([CH3:9])([CH3:8])[CH3:7])[CH3:2].C([Li])CCC.[B:25](OC(C)C)([O:30]C(C)C)[O:26]C(C)C.O. Product: [C:6]([O:5][C:4]([N:3]([CH2:1][CH3:2])[C:11]1[C:16]2[CH:17]=[C:18]([B:25]([OH:30])[OH:26])[O:19][C:15]=2[CH:14]=[CH:13][N:12]=1)=[O:10])([CH3:9])([CH3:7])[CH3:8]. The catalyst class is: 134. (2) Reactant: [N:1]1([C:7]2[N:12]=[CH:11][N:10]=[C:9]([NH:13][C:14]3[S:15][C:16]([C:19]#[N:20])=[CH:17][N:18]=3)[CH:8]=2)[CH2:6][CH2:5][NH:4][CH2:3][CH2:2]1.CCN(C(C)C)C(C)C.[CH3:30][N:31]=[C:32]=[O:33]. Product: [C:19]([C:16]1[S:15][C:14]([NH:13][C:9]2[N:10]=[CH:11][N:12]=[C:7]([N:1]3[CH2:6][CH2:5][N:4]([C:32]([NH:31][CH3:30])=[O:33])[CH2:3][CH2:2]3)[CH:8]=2)=[N:18][CH:17]=1)#[N:20]. The catalyst class is: 85. (3) Reactant: C[Al](C)C.C(O[C:8]([C:10]1[C:11]([CH3:31])=[C:12]([C:24]([O:26]C(C)(C)C)=O)[NH:13][C:14]=1[CH2:15][CH2:16][CH2:17][CH2:18][N:19]([CH2:22][CH3:23])CC)=[O:9])C. Product: [CH2:12]([N:13]([CH2:14][CH3:10])[CH2:23][CH2:22][N:19]1[CH2:18][CH2:17][CH2:16][CH2:15][C:14]2[NH:13][C:12]([CH:24]=[O:26])=[C:11]([CH3:31])[C:10]=2[C:8]1=[O:9])[CH3:11]. The catalyst class is: 11. (4) Reactant: [Cl:1]N1C(=O)CCC1=O.[CH3:9][O:10][C:11]1[CH:16]=[CH:15][CH:14]=[CH:13][C:12]=1[C:17]1[CH:28]=[C:27]2[C:23]([CH:24]=[CH:25][N:26]2[CH3:29])=[C:22]2[C:18]=1[C:19](=[O:31])[NH:20][C:21]2=[O:30]. Product: [Cl:1][C:24]1[C:23]2[C:27](=[CH:28][C:17]([C:12]3[CH:13]=[CH:14][CH:15]=[CH:16][C:11]=3[O:10][CH3:9])=[C:18]3[C:22]=2[C:21](=[O:30])[NH:20][C:19]3=[O:31])[N:26]([CH3:29])[CH:25]=1. The catalyst class is: 3. (5) Reactant: [C:1]1([C:7]2[N:8]=[C:9]3[CH2:23][CH2:22][CH2:21][N:20]([CH2:24][CH2:25][CH2:26][CH2:27][CH2:28][CH2:29][C:30]([O:32]CC)=[O:31])[C:10]3=[N:11][C:12]=2[C:13]2[CH:18]=[CH:17][C:16]([CH3:19])=[CH:15][CH:14]=2)[CH:6]=[CH:5][CH:4]=[CH:3][CH:2]=1.[Li+].[OH-]. Product: [C:1]1([C:7]2[N:8]=[C:9]3[CH2:23][CH2:22][CH2:21][N:20]([CH2:24][CH2:25][CH2:26][CH2:27][CH2:28][CH2:29][C:30]([OH:32])=[O:31])[C:10]3=[N:11][C:12]=2[C:13]2[CH:18]=[CH:17][C:16]([CH3:19])=[CH:15][CH:14]=2)[CH:2]=[CH:3][CH:4]=[CH:5][CH:6]=1. The catalyst class is: 20. (6) Reactant: [CH2:1]([O:3][C:4](=[O:16])[CH:5]([S:7][C:8]1[CH:13]=[CH:12][C:11]([O:14][CH3:15])=[CH:10][CH:9]=1)[CH3:6])[CH3:2].C[Si]([N-][Si](C)(C)C)(C)C.[Li+].[CH2:27](Br)[C:28]1[CH:33]=[CH:32][CH:31]=[CH:30][CH:29]=1. Product: [CH2:1]([O:3][C:4](=[O:16])[C:5]([S:7][C:8]1[CH:9]=[CH:10][C:11]([O:14][CH3:15])=[CH:12][CH:13]=1)([CH3:6])[CH2:27][C:28]1[CH:33]=[CH:32][CH:31]=[CH:30][CH:29]=1)[CH3:2]. The catalyst class is: 1. (7) Reactant: [F:1][C:2]1[C:3]([C:8]([OH:10])=O)=[N:4][CH:5]=[CH:6][CH:7]=1.C1N=CN(C(N2C=NC=C2)=O)C=1.Cl.[CH3:24][NH:25][O:26][CH3:27].CCN(C(C)C)C(C)C. Product: [F:1][C:2]1[C:3]([C:8]([N:25]([O:26][CH3:27])[CH3:24])=[O:10])=[N:4][CH:5]=[CH:6][CH:7]=1. The catalyst class is: 1. (8) Reactant: [CH3:1][C:2]1[C:6]2[C:7]3[CH:20]=[CH:19][CH:18]=[CH:17][C:8]=3[C:9](=O)[NH:10][CH:11]([C:12]([F:15])([F:14])[F:13])[C:5]=2[O:4][N:3]=1.P(Cl)(Cl)(Cl)(Cl)[Cl:22]. Product: [Cl:22][C:9]1[C:8]2[CH:17]=[CH:18][CH:19]=[CH:20][C:7]=2[C:6]2[C:2]([CH3:1])=[N:3][O:4][C:5]=2[CH:11]([C:12]([F:15])([F:14])[F:13])[N:10]=1. The catalyst class is: 2. (9) Reactant: [CH3:1][O:2][C:3]1[CH:8]=[C:7]([N+:9]([O-])=O)[CH:6]=[CH:5][C:4]=1[N:12]1[CH2:17][CH2:16][O:15][CH2:14][CH2:13]1. Product: [CH3:1][O:2][C:3]1[CH:8]=[C:7]([CH:6]=[CH:5][C:4]=1[N:12]1[CH2:17][CH2:16][O:15][CH2:14][CH2:13]1)[NH2:9]. The catalyst class is: 19. (10) Reactant: [CH2:1]([N:3]1[C:8]2[N:9]=[C:10]([S:13][CH3:14])[N:11]=[CH:12][C:7]=2[CH:6]=[C:5]([C:15]2[CH:20]=[CH:19][C:18]([S:21]([N:24]3[CH2:29][CH2:28][O:27][CH2:26][CH2:25]3)(=[O:23])=[O:22])=[CH:17][C:16]=2[CH3:30])[C:4]1=[O:31])[CH3:2].C1C=C(Cl)C=C(C(OO)=[O:40])C=1. Product: [CH2:1]([N:3]1[C:8]2[N:9]=[C:10]([S:13]([CH3:14])=[O:40])[N:11]=[CH:12][C:7]=2[CH:6]=[C:5]([C:15]2[CH:20]=[CH:19][C:18]([S:21]([N:24]3[CH2:25][CH2:26][O:27][CH2:28][CH2:29]3)(=[O:22])=[O:23])=[CH:17][C:16]=2[CH3:30])[C:4]1=[O:31])[CH3:2]. The catalyst class is: 2.